This data is from Forward reaction prediction with 1.9M reactions from USPTO patents (1976-2016). The task is: Predict the product of the given reaction. (1) Given the reactants [CH3:1][O:2][C:3]1[N:8]=[C:7]([CH:9]=[O:10])[CH:6]=[C:5]([NH:11][CH2:12][CH2:13][C:14]2[CH:19]=[CH:18][C:17]([O:20][CH3:21])=[CH:16][CH:15]=2)[N:4]=1.S([CH2:32][N+:33]#[C-:34])(C1C=CC(C)=CC=1)(=O)=O.COCCOC, predict the reaction product. The product is: [CH3:1][O:2][C:3]1[N:4]=[C:5]([NH:11][CH2:12][CH2:13][C:14]2[CH:15]=[CH:16][C:17]([O:20][CH3:21])=[CH:18][CH:19]=2)[CH:6]=[C:7]([C:9]2[O:10][CH:34]=[N:33][CH:32]=2)[N:8]=1. (2) The product is: [CH:12]([C:13]1([CH2:18][NH:19][C:20](=[O:26])[O:21][C:22]([CH3:24])([CH3:23])[CH3:25])[CH2:17][CH2:16][CH2:15][CH2:14]1)=[O:11]. Given the reactants C(Cl)(=O)C(Cl)=O.CS(C)=O.[OH:11][CH2:12][C:13]1([CH2:18][NH:19][C:20](=[O:26])[O:21][C:22]([CH3:25])([CH3:24])[CH3:23])[CH2:17][CH2:16][CH2:15][CH2:14]1.O, predict the reaction product. (3) Given the reactants [CH3:1][O:2][C:3]1[CH:11]=[CH:10][CH:9]=[C:8]2[C:4]=1[CH2:5][CH2:6][C:7]2=[O:12].[BH4-].[Na+], predict the reaction product. The product is: [CH3:1][O:2][C:3]1[CH:11]=[CH:10][CH:9]=[C:8]2[C:4]=1[CH2:5][CH2:6][CH:7]2[OH:12]. (4) Given the reactants Br[CH2:2][C:3](=O)[C:4]([O:6][CH2:7][CH3:8])=[O:5].[CH3:10][C:11]([CH3:16])([CH3:15])[C:12](=[S:14])[NH2:13], predict the reaction product. The product is: [CH3:10][CH2:11][CH2:12][CH:3]([CH3:2])[CH3:4].[C:11]([C:12]1[S:14][CH:2]=[C:3]([C:4]([O:6][CH2:7][CH3:8])=[O:5])[N:13]=1)([CH3:16])([CH3:15])[CH3:10]. (5) Given the reactants Cl.[Br:2][C:3]1[CH:4]=[C:5]([C:9]([NH:11][CH:12]2[CH2:17][CH2:16][NH:15][CH2:14][CH2:13]2)=[O:10])[NH:6][C:7]=1[CH3:8].Br[C:19]1[S:20][CH:21]=[C:22]([C:24]([NH2:26])=[O:25])[N:23]=1, predict the reaction product. The product is: [Br:2][C:3]1[CH:4]=[C:5]([C:9]([NH:11][CH:12]2[CH2:13][CH2:14][N:15]([C:19]3[S:20][CH:21]=[C:22]([C:24]([NH2:26])=[O:25])[N:23]=3)[CH2:16][CH2:17]2)=[O:10])[NH:6][C:7]=1[CH3:8].